Dataset: Forward reaction prediction with 1.9M reactions from USPTO patents (1976-2016). Task: Predict the product of the given reaction. (1) Given the reactants C([O:3][CH2:4][CH2:5][O:6][NH:7][C:8]([C:10]1[CH:15]=[CH:14][N:13]2[CH:16]=[N:17][CH:18]=[C:12]2[C:11]=1[NH:19][C:20]1[CH:25]=[CH:24][C:23]([CH:26]2[CH2:28][CH2:27]2)=[CH:22][C:21]=1[F:29])=[O:9])=C, predict the reaction product. The product is: [OH:3][CH2:4][CH2:5][O:6][NH:7][C:8]([C:10]1[CH:15]=[CH:14][N:13]2[CH:16]=[N:17][CH:18]=[C:12]2[C:11]=1[NH:19][C:20]1[CH:25]=[CH:24][C:23]([CH:26]2[CH2:28][CH2:27]2)=[CH:22][C:21]=1[F:29])=[O:9]. (2) Given the reactants [CH3:1][O:2][C:3]1[CH:14]=[CH:13][C:6]([CH:7]=[C:8]([C:11]#[N:12])[C:9]#[N:10])=[CH:5][CH:4]=1.C[Si]([C:19]#[N:20])(C)C.[F-].[CH2:22]([N+](CCCC)(CCCC)CCCC)[CH2:23][CH2:24]C.C(Br)C=C.[Cl-].[NH4+], predict the reaction product. The product is: [CH2:24]([C:8]([CH:7]([C:19]#[N:20])[C:6]1[CH:13]=[CH:14][C:3]([O:2][CH3:1])=[CH:4][CH:5]=1)([C:11]#[N:12])[C:9]#[N:10])[CH:23]=[CH2:22]. (3) Given the reactants Cl.[CH2:2]([N:9]1[CH2:14][CH2:13][CH2:12][C:11](=O)[CH2:10]1)[C:3]1[CH:8]=[CH:7][CH:6]=[CH:5][CH:4]=1.[NH2:16][C:17]1[CH:22]=[CH:21][CH:20]=[CH:19][CH:18]=1.[BH3-]C#N.[Na+].[OH-].[K+], predict the reaction product. The product is: [CH2:2]([N:9]1[CH2:14][CH2:13][CH2:12][CH:11]([NH:16][C:17]2[CH:22]=[CH:21][CH:20]=[CH:19][CH:18]=2)[CH2:10]1)[C:3]1[CH:8]=[CH:7][CH:6]=[CH:5][CH:4]=1. (4) Given the reactants C=CC(CCC=C(C)C)(C)O.CC1[C:17]23[CH2:25][C:24]([C:26]([CH3:28])=[O:27])=[C:23]([CH3:29])[CH:19]([C:20]([CH3:22])(C)[CH:16]2[CH2:15]C1)[CH2:18]3, predict the reaction product. The product is: [C:20](=[C:19]1[CH:17]2[CH2:18][CH2:29][CH:23]1[CH:24]([C:26](=[O:27])[CH3:28])[CH2:25]2)([CH2:16][CH3:15])[CH3:22]. (5) The product is: [Br:25][C:24]1[N:10]2[C:11]3[CH:23]=[CH:22][CH:21]=[N:20][C:12]=3[NH:13][C:14]3[CH:19]=[CH:18][CH:17]=[CH:16][C:15]=3[C:9]2=[N:8][C:7]=1[C:1]1[CH:2]=[CH:3][CH:4]=[CH:5][CH:6]=1. Given the reactants [C:1]1([C:7]2[N:8]=[C:9]3[C:15]4[CH:16]=[CH:17][CH:18]=[CH:19][C:14]=4[NH:13][C:12]4[N:20]=[CH:21][CH:22]=[CH:23][C:11]=4[N:10]3[CH:24]=2)[CH:6]=[CH:5][CH:4]=[CH:3][CH:2]=1.[Br:25]N1C(=O)CCC1=O, predict the reaction product.